This data is from Peptide-MHC class I binding affinity with 185,985 pairs from IEDB/IMGT. The task is: Regression. Given a peptide amino acid sequence and an MHC pseudo amino acid sequence, predict their binding affinity value. This is MHC class I binding data. (1) The peptide sequence is VQYMDDILI. The MHC is Mamu-B01 with pseudo-sequence Mamu-B01. The binding affinity (normalized) is 0.845. (2) The peptide sequence is LSVETITEK. The MHC is HLA-A31:01 with pseudo-sequence HLA-A31:01. The binding affinity (normalized) is 0.262. (3) The peptide sequence is MSQMPPHPY. The MHC is HLA-A02:12 with pseudo-sequence HLA-A02:12. The binding affinity (normalized) is 0.0847. (4) The MHC is HLA-B42:02 with pseudo-sequence HLA-B42:02. The peptide sequence is TPQDLNTML. The binding affinity (normalized) is 0.352. (5) The binding affinity (normalized) is 0.0847. The peptide sequence is KSRENSTLI. The MHC is HLA-A68:02 with pseudo-sequence HLA-A68:02. (6) The peptide sequence is TSTVEEQIQW. The MHC is HLA-B57:01 with pseudo-sequence HLA-B57:01. The binding affinity (normalized) is 0.768. (7) The peptide sequence is KSLNRQTVSR. The MHC is HLA-A03:01 with pseudo-sequence HLA-A03:01. The binding affinity (normalized) is 0.587. (8) The peptide sequence is NEEVAIILA. The MHC is HLA-B44:03 with pseudo-sequence HLA-B44:03. The binding affinity (normalized) is 0.440. (9) The peptide sequence is VGDASQPSEAVLLRLDGTTLEVEAVSVLTV. The MHC is HLA-A02:01 with pseudo-sequence HLA-A02:01. The binding affinity (normalized) is 0. (10) The peptide sequence is TDYWQVTW. The MHC is Mamu-B3901 with pseudo-sequence Mamu-B3901. The binding affinity (normalized) is 0.237.